Task: Predict the reaction yield, written as a fraction of the theoretical maximum amount of product (1.0 means a 100% yield; for example, 0.34 means a 34% yield).. Dataset: Reaction yield outcomes from USPTO patents with 853,638 reactions (1) The reactants are ClC1C=C(C=CC=1)C(OO)=[O:6].[Cl:12][C:13]1[CH:18]=[CH:17][C:16]([NH:19][C:20]([C:22]2[C:23]([S:28][CH2:29][C:30]3[CH:35]=[CH:34][N:33]=[CH:32][CH:31]=3)=[N:24][CH:25]=[CH:26][CH:27]=2)=[O:21])=[CH:15][CH:14]=1. The catalyst is C(Cl)(Cl)Cl. The product is [Cl:12][C:13]1[CH:18]=[CH:17][C:16]([NH:19][C:20]([C:22]2[C:23]([S:28]([CH2:29][C:30]3[CH:31]=[CH:32][N:33]=[CH:34][CH:35]=3)=[O:6])=[N:24][CH:25]=[CH:26][CH:27]=2)=[O:21])=[CH:15][CH:14]=1. The yield is 0.690. (2) The reactants are [Br:1][C:2]1[CH:3]=[C:4]([CH2:21][CH:22]([OH:27])[C:23]([O:25][CH3:26])=[O:24])[CH:5]=[C:6]([Br:20])[C:7]=1[O:8][C:9]1[CH:14]=[C:13]([CH:15]([CH3:17])[CH3:16])[C:12]([OH:18])=[C:11](I)[CH:10]=1.C(N(C(C)C)CC)(C)C.[Cl-].[Li+].[CH2:39]=[CH:40][C:41]1[CH:46]=[CH:45][CH:44]=[CH:43][CH:42]=1. The catalyst is CN(C=O)C.C([O-])(=O)C.[Pd+2].C([O-])(=O)C. The product is [Br:1][C:2]1[CH:3]=[C:4]([CH2:21][CH:22]([OH:27])[C:23]([O:25][CH3:26])=[O:24])[CH:5]=[C:6]([Br:20])[C:7]=1[O:8][C:9]1[CH:10]=[C:11](/[CH:39]=[CH:40]/[C:41]2[CH:46]=[CH:45][CH:44]=[CH:43][CH:42]=2)[C:12]([OH:18])=[C:13]([CH:15]([CH3:17])[CH3:16])[CH:14]=1. The yield is 0.960.